From a dataset of Full USPTO retrosynthesis dataset with 1.9M reactions from patents (1976-2016). Predict the reactants needed to synthesize the given product. (1) The reactants are: [Cl:1][C:2]1[CH:7]=[CH:6][C:5]([CH2:8][CH:9]([NH:13][CH:14]=O)[CH:10]([CH3:12])[CH3:11])=[CH:4][C:3]=1[O:16][CH2:17][CH2:18][O:19][CH3:20].O=P(Cl)(Cl)Cl.[NH4+].[OH-]. Given the product [Cl:1][C:2]1[CH:7]=[C:6]2[C:5]([CH2:8][CH:9]([CH:10]([CH3:12])[CH3:11])[N:13]=[CH:14]2)=[CH:4][C:3]=1[O:16][CH2:17][CH2:18][O:19][CH3:20], predict the reactants needed to synthesize it. (2) Given the product [I:38][C:17]1[C:16]2[C:11](=[CH:12][C:13]([CH2:18][N:19]3[CH2:20][CH2:21][CH2:22][CH2:23][CH2:24]3)=[CH:14][CH:15]=2)[NH:10][C:9]=1[C:8]1[CH:7]=[C:6]([C:25]2[CH:26]=[CH:27][N:28]=[CH:29][CH:30]=2)[N:5]=[N:4][C:3]=1[O:2][CH3:1], predict the reactants needed to synthesize it. The reactants are: [CH3:1][O:2][C:3]1[N:4]=[N:5][C:6]([C:25]2[CH:30]=[CH:29][N:28]=[CH:27][CH:26]=2)=[CH:7][C:8]=1[C:9]1[NH:10][C:11]2[C:16]([CH:17]=1)=[CH:15][CH:14]=[C:13]([CH2:18][N:19]1[CH2:24][CH2:23][CH2:22][CH2:21][CH2:20]1)[CH:12]=2.C1C(=O)N([I:38])C(=O)C1. (3) Given the product [N:19]1[CH:20]=[CH:21][CH:22]=[C:17]([N:9]2[CH:8]=[CH:7][C:6]3[C:11](=[CH:12][C:3]([C:2]([F:1])([F:14])[F:15])=[CH:4][CH:5]=3)[C:10]2=[O:13])[CH:18]=1, predict the reactants needed to synthesize it. The reactants are: [F:1][C:2]([F:15])([F:14])[C:3]1[CH:12]=[C:11]2[C:6]([CH:7]=[CH:8][NH:9][C:10]2=[O:13])=[CH:5][CH:4]=1.Br[C:17]1[CH:18]=[N:19][CH:20]=[CH:21][CH:22]=1.OC1C=CC=C2C=1N=CC=C2.C(=O)([O-])[O-].[K+].[K+]. (4) Given the product [Cl:34][CH2:35][O:13][C:12](=[O:14])[CH2:11][CH2:10][C:9]([O:8][CH2:1][C:2]1[CH:7]=[CH:6][CH:5]=[CH:4][CH:3]=1)=[O:15], predict the reactants needed to synthesize it. The reactants are: [CH2:1]([O:8][C:9](=[O:15])[CH2:10][CH2:11][C:12]([OH:14])=[O:13])[C:2]1[CH:7]=[CH:6][CH:5]=[CH:4][CH:3]=1.[OH-].C([N+](CCCC)(CCCC)CCCC)CCC.[Cl:34][CH2:35]I. (5) Given the product [Cl:8][C:6]1[N:7]=[C:2]([NH:22][NH2:23])[N:3]=[C:4]([NH:9][C:10]2[CH:15]=[CH:14][C:13]([F:16])=[C:12]([C:17]([F:20])([F:19])[F:18])[CH:11]=2)[N:5]=1, predict the reactants needed to synthesize it. The reactants are: Cl[C:2]1[N:7]=[C:6]([Cl:8])[N:5]=[C:4]([NH:9][C:10]2[CH:15]=[CH:14][C:13]([F:16])=[C:12]([C:17]([F:20])([F:19])[F:18])[CH:11]=2)[N:3]=1.O.[NH2:22][NH2:23]. (6) The reactants are: C(OC([NH:8][CH2:9][CH2:10][CH2:11][CH2:12][CH2:13][O:14][C:15]1[C:38]([O:39][CH3:40])=[CH:37][C:18]2[C:19]3[N:24]([CH:25]([C:27]([CH3:30])([CH3:29])[CH3:28])[CH2:26][C:17]=2[CH:16]=1)[CH:23]=[C:22]([C:31]([O:33][CH2:34][CH3:35])=[O:32])[C:21](=[O:36])[CH:20]=3)=O)(C)(C)C.Cl.C([O-])(O)=O.[Na+]. Given the product [NH2:8][CH2:9][CH2:10][CH2:11][CH2:12][CH2:13][O:14][C:15]1[C:38]([O:39][CH3:40])=[CH:37][C:18]2[C:19]3[N:24]([CH:25]([C:27]([CH3:30])([CH3:28])[CH3:29])[CH2:26][C:17]=2[CH:16]=1)[CH:23]=[C:22]([C:31]([O:33][CH2:34][CH3:35])=[O:32])[C:21](=[O:36])[CH:20]=3, predict the reactants needed to synthesize it.